From a dataset of Forward reaction prediction with 1.9M reactions from USPTO patents (1976-2016). Predict the product of the given reaction. Given the reactants [CH:1]1([C@H:5]([NH:7][C:8]2[N:16]=[C:15]([C:17]([O:19][CH3:20])=[O:18])[N:14]=[C:13]3[C:9]=2[N:10]([CH2:31][C:32]2[CH:37]=[CH:36][C:35]([C:38]([F:41])([F:40])[F:39])=[CH:34][CH:33]=2)[C:11]([C:21]2[CH:26]=[C:25]([CH:27]([CH3:29])[CH3:28])[CH:24]=[CH:23][C:22]=2[OH:30])=[N:12]3)[CH3:6])[CH2:4][CH2:3][CH2:2]1.C(=O)([O-])[O-].[K+].[K+].[CH2:48](I)[CH3:49], predict the reaction product. The product is: [CH:1]1([C@H:5]([NH:7][C:8]2[N:16]=[C:15]([C:17]([O:19][CH3:20])=[O:18])[N:14]=[C:13]3[C:9]=2[N:10]([CH2:31][C:32]2[CH:37]=[CH:36][C:35]([C:38]([F:39])([F:40])[F:41])=[CH:34][CH:33]=2)[C:11]([C:21]2[CH:26]=[C:25]([CH:27]([CH3:29])[CH3:28])[CH:24]=[CH:23][C:22]=2[O:30][CH2:48][CH3:49])=[N:12]3)[CH3:6])[CH2:4][CH2:3][CH2:2]1.